Dataset: Full USPTO retrosynthesis dataset with 1.9M reactions from patents (1976-2016). Task: Predict the reactants needed to synthesize the given product. Given the product [CH3:33][O:34][C:35](=[O:65])[CH2:36][CH2:37][C:38]([N+:40]([O-:42])=[O:41])([C:43]1[CH:52]=[CH:51][C:50]2[C:45](=[CH:46][CH:47]=[C:48]([O:54][CH:55]3[CH2:60][CH2:59][CH:58]([C:61]([F:64])([F:63])[F:62])[CH2:57][CH2:56]3)[C:49]=2[C:18]([F:21])([F:20])[F:19])[CH:44]=1)[CH3:39], predict the reactants needed to synthesize it. The reactants are: C[C@@]1(C2C=CC3C(=CC=C(O[C@H]4CC[C@H]([C:18]([F:21])([F:20])[F:19])CC4)C=3[C:18]([F:21])([F:20])[F:19])C=2)COC(=O)N1.[CH3:33][O:34][C:35](=[O:65])[CH2:36][CH2:37][C:38]([C:43]1[CH:52]=[CH:51][C:50]2[C:45](=[CH:46][CH:47]=[C:48]([O:54][C@H:55]3[CH2:60][CH2:59][C@H:58]([C:61]([F:64])([F:63])[F:62])[CH2:57][CH2:56]3)[C:49]=2I)[CH:44]=1)([N+:40]([O-:42])=[O:41])[CH3:39].